Dataset: Reaction yield outcomes from USPTO patents with 853,638 reactions. Task: Predict the reaction yield, written as a fraction of the theoretical maximum amount of product (1.0 means a 100% yield; for example, 0.34 means a 34% yield). The reactants are [CH:1]1([S:4](Cl)(=[O:6])=[O:5])[CH2:3][CH2:2]1.N1C=CC=CC=1.[CH2:14]([OH:18])[CH2:15][CH2:16][CH3:17]. No catalyst specified. The product is [CH:1]1([S:4]([O:18][CH2:14][CH2:15][CH2:16][CH3:17])(=[O:6])=[O:5])[CH2:3][CH2:2]1. The yield is 0.710.